Dataset: Forward reaction prediction with 1.9M reactions from USPTO patents (1976-2016). Task: Predict the product of the given reaction. (1) Given the reactants Cl[C:2]1[C:7]([C:8]2[CH:13]=[CH:12][N:11]=[CH:10][N:9]=2)=[CH:6][CH:5]=[CH:4][N:3]=1.[NH2:14][C:15]1[CH:16]=[C:17]([CH:23]=[CH:24][C:25]=1[C:26]([F:29])([F:28])[F:27])[C:18]([O:20][CH2:21][CH3:22])=[O:19].CC(C)([O-])C.[Na+].C1(P(C2C=CC=CC=2)C2C=CC3C(=CC=CC=3)C=2C2C3C(=CC=CC=3)C=CC=2P(C2C=CC=CC=2)C2C=CC=CC=2)C=CC=CC=1, predict the reaction product. The product is: [N:11]1[CH:12]=[CH:13][C:8]([C:7]2[C:2]([NH:14][C:15]3[CH:16]=[C:17]([CH:23]=[CH:24][C:25]=3[C:26]([F:27])([F:28])[F:29])[C:18]([O:20][CH2:21][CH3:22])=[O:19])=[N:3][CH:4]=[CH:5][CH:6]=2)=[N:9][CH:10]=1. (2) Given the reactants [H-].[Na+].[Cl:3][C:4]1[N:5]=[CH:6][C:7]2[NH:13][C:12](=[O:14])[C:11]([CH3:16])([CH3:15])[CH2:10][N:9]([C@@H:17]3[CH2:21][CH2:20][C:19]([F:23])([F:22])[CH2:18]3)[C:8]=2[N:24]=1.[CH3:25]I, predict the reaction product. The product is: [Cl:3][C:4]1[N:5]=[CH:6][C:7]2[N:13]([CH3:25])[C:12](=[O:14])[C:11]([CH3:16])([CH3:15])[CH2:10][N:9]([C@@H:17]3[CH2:21][CH2:20][C:19]([F:23])([F:22])[CH2:18]3)[C:8]=2[N:24]=1. (3) Given the reactants [O:1]=[C:2]1[N:6](C(OCC)=O)[C:5]2[CH:12]=[CH:13][CH:14]=[CH:15][C:4]=2[N:3]1[C:16]([O:18][CH2:19][CH3:20])=[O:17].OC1NC2C=CC=CC=2N=1.C(=O)([O-])[O-].[K+].[K+], predict the reaction product. The product is: [O:1]=[C:2]1[N:3]([C:16]([O:18][CH2:19][CH3:20])=[O:17])[C:4]2[CH:15]=[CH:14][CH:13]=[CH:12][C:5]=2[NH:6]1. (4) Given the reactants [F:1][C:2]([F:22])([F:21])[C:3]([C:9]1[CH:14]=[CH:13][C:12]([N:15]2[CH2:20][CH2:19][NH:18][CH2:17][CH2:16]2)=[CH:11][CH:10]=1)([OH:8])[C:4]([F:7])([F:6])[F:5].[Br:23]Br.CCN(C(C)C)C(C)C.[S:34]1[CH:38]=[CH:37][CH:36]=[C:35]1[S:39](Cl)(=[O:41])=[O:40], predict the reaction product. The product is: [Br:23][C:13]1[CH:14]=[C:9]([C:3]([OH:8])([C:4]([F:7])([F:6])[F:5])[C:2]([F:1])([F:21])[F:22])[CH:10]=[CH:11][C:12]=1[N:15]1[CH2:20][CH2:19][N:18]([S:39]([C:35]2[S:34][CH:38]=[CH:37][CH:36]=2)(=[O:41])=[O:40])[CH2:17][CH2:16]1. (5) Given the reactants [CH3:1][C:2]1[O:6][N:5]=[C:4]([C:7]2[CH:12]=[CH:11][CH:10]=[CH:9][CH:8]=2)[C:3]=1[C:13]([NH:15][NH2:16])=[O:14].[F:17][C:18]([F:29])([F:28])[C:19]1[CH:27]=[CH:26][C:22]([C:23](O)=O)=[CH:21][CH:20]=1, predict the reaction product. The product is: [CH3:1][C:2]1[O:6][N:5]=[C:4]([C:7]2[CH:12]=[CH:11][CH:10]=[CH:9][CH:8]=2)[C:3]=1[C:13]1[O:14][C:23]([C:22]2[CH:21]=[CH:20][C:19]([C:18]([F:17])([F:28])[F:29])=[CH:27][CH:26]=2)=[N:16][N:15]=1. (6) Given the reactants [CH2:1]([O:3][C:4]1[CH:11]=[CH:10][CH:9]=[C:6]([CH:7]=[O:8])[C:5]=1[OH:12])[CH3:2].[C:13]([O-])([O-])=O.[Cs+].[Cs+].IC, predict the reaction product. The product is: [CH2:1]([O:3][C:4]1[C:5]([O:12][CH3:13])=[C:6]([CH:9]=[CH:10][CH:11]=1)[CH:7]=[O:8])[CH3:2]. (7) Given the reactants [C:1]([CH2:4][C:5]1[C:13](C(O)=O)=[C:8]2[CH:9]=[CH:10][CH:11]=[CH:12][N:7]2[N:6]=1)([OH:3])=[O:2].OS(O)(=O)=O.[OH-].[Na+], predict the reaction product. The product is: [N:6]1[N:7]2[CH:12]=[CH:11][CH:10]=[CH:9][C:8]2=[CH:13][C:5]=1[CH2:4][C:1]([OH:3])=[O:2]. (8) Given the reactants [CH:1]1([CH:7]([NH:19][C:20]2[N:25]=[CH:24][C:23]([C:26]([N:28]([CH3:36])[CH2:29][CH2:30][C:31]([O:33]CC)=[O:32])=[O:27])=[CH:22][CH:21]=2)[C:8]2[O:9][C:10]3[CH:17]=[CH:16][C:15]([F:18])=[CH:14][C:11]=3[C:12]=2[CH3:13])[CH2:6][CH2:5][CH2:4][CH2:3][CH2:2]1.CCCCCC.CC(O)C.C(O)C.[OH-].[Li+], predict the reaction product. The product is: [CH:1]1([CH:7]([NH:19][C:20]2[N:25]=[CH:24][C:23]([C:26]([N:28]([CH3:36])[CH2:29][CH2:30][C:31]([OH:33])=[O:32])=[O:27])=[CH:22][CH:21]=2)[C:8]2[O:9][C:10]3[CH:17]=[CH:16][C:15]([F:18])=[CH:14][C:11]=3[C:12]=2[CH3:13])[CH2:6][CH2:5][CH2:4][CH2:3][CH2:2]1. (9) Given the reactants [CH3:1][N:2]([CH3:24])[CH2:3][CH2:4][CH2:5][NH:6][C:7]1[C:16]2[C:11](=[CH:12][CH:13]=[CH:14][CH:15]=2)[N:10]=[C:9]([CH2:17][N:18]2[CH2:23][CH2:22][NH:21][CH2:20][CH2:19]2)[N:8]=1.[Br:25][C:26]1[CH:27]=[CH:28][C:29]([CH:32](Cl)[C:33]2[CH:38]=[C:37]([Cl:39])[CH:36]=[C:35]([Cl:40])[CH:34]=2)=[N:30][CH:31]=1.C(=O)([O-])[O-].[K+].[K+].[I-].[K+], predict the reaction product. The product is: [Br:25][C:26]1[CH:27]=[CH:28][C:29]([CH:32]([C:33]2[CH:34]=[C:35]([Cl:40])[CH:36]=[C:37]([Cl:39])[CH:38]=2)[N:21]2[CH2:20][CH2:19][N:18]([CH2:17][C:9]3[N:8]=[C:7]([NH:6][CH2:5][CH2:4][CH2:3][N:2]([CH3:1])[CH3:24])[C:16]4[C:11](=[CH:12][CH:13]=[CH:14][CH:15]=4)[N:10]=3)[CH2:23][CH2:22]2)=[N:30][CH:31]=1. (10) Given the reactants [NH3:1].[CH2:2]([O:4][C:5]([C:7]1[C:8]2[S:16][CH:15]=[C:14]([CH2:17][O:18][C:19]3[CH:24]=[CH:23][C:22]([C:25]([O:27][C:28]([CH3:31])([CH3:30])[CH3:29])=[O:26])=[CH:21][CH:20]=3)[C:9]=2[C:10](Cl)=[N:11][CH:12]=1)=[O:6])[CH3:3], predict the reaction product. The product is: [CH2:2]([O:4][C:5]([C:7]1[C:8]2[S:16][CH:15]=[C:14]([CH2:17][O:18][C:19]3[CH:24]=[CH:23][C:22]([C:25]([O:27][C:28]([CH3:31])([CH3:30])[CH3:29])=[O:26])=[CH:21][CH:20]=3)[C:9]=2[C:10]([NH2:1])=[N:11][CH:12]=1)=[O:6])[CH3:3].